From a dataset of Catalyst prediction with 721,799 reactions and 888 catalyst types from USPTO. Predict which catalyst facilitates the given reaction. Product: [C:1]([C:5]1[CH:9]=[C:8]([NH:10][C:11](=[O:12])[NH:31][C:32]2[CH:48]=[CH:47][C:35]([O:36][C:37]3[CH:42]=[CH:41][N:40]=[C:39]([C:43](=[O:44])[NH:45][CH3:46])[CH:38]=3)=[CH:34][C:33]=2[Cl:49])[N:7]([C:20]2[CH:21]=[C:22]([CH:28]=[CH:29][CH:30]=2)[C:23]([O:25][CH2:26][CH3:27])=[O:24])[N:6]=1)([CH3:3])([CH3:2])[CH3:4]. Reactant: [C:1]([C:5]1[CH:9]=[C:8]([NH:10][C:11](OC2C=CC=CC=2)=[O:12])[N:7]([C:20]2[CH:21]=[C:22]([CH:28]=[CH:29][CH:30]=2)[C:23]([O:25][CH2:26][CH3:27])=[O:24])[N:6]=1)([CH3:4])([CH3:3])[CH3:2].[NH2:31][C:32]1[CH:48]=[CH:47][C:35]([O:36][C:37]2[CH:42]=[CH:41][N:40]=[C:39]([C:43]([NH:45][CH3:46])=[O:44])[CH:38]=2)=[CH:34][C:33]=1[Cl:49].C(N(CC)CC)C. The catalyst class is: 1.